Task: Predict the reactants needed to synthesize the given product.. Dataset: Full USPTO retrosynthesis dataset with 1.9M reactions from patents (1976-2016) (1) Given the product [S:37]1[CH2:38][CH2:39][N:40]=[C:36]1[NH:35][C:51]([C:2]1[C:10]2[S:9][C:8]([NH:11][C:12]([NH:14][CH2:15][CH3:16])=[O:13])=[N:7][C:6]=2[CH:5]=[C:4]([C:17]2[CH:22]=[N:21][C:20]([N:23]3[CH2:24][CH2:25][C:26]([CH3:34])([C:29]([O:31][CH2:32][CH3:33])=[O:30])[CH2:27][CH2:28]3)=[N:19][CH:18]=2)[CH:3]=1)=[O:69], predict the reactants needed to synthesize it. The reactants are: Br[C:2]1[C:10]2[S:9][C:8]([NH:11][C:12]([NH:14][CH2:15][CH3:16])=[O:13])=[N:7][C:6]=2[CH:5]=[C:4]([C:17]2[CH:18]=[N:19][C:20]([N:23]3[CH2:28][CH2:27][C:26]([CH3:34])([C:29]([O:31][CH2:32][CH3:33])=[O:30])[CH2:25][CH2:24]3)=[N:21][CH:22]=2)[CH:3]=1.[NH2:35][C:36]1[S:37][CH:38]=[CH:39][N:40]=1.C(N(CC)CC)C.CC1(C)C2C(=C(P(C3C=CC=CC=3)C3C=CC=CC=3)C=CC=2)[O:69][C:51]2C(P(C3C=CC=CC=3)C3C=CC=CC=3)=CC=CC1=2. (2) Given the product [CH3:12][O:13][C:14](=[O:29])[CH2:15][N:16]1[C:21]2[CH:22]=[C:23]([CH:26]=[O:27])[CH:24]=[CH:25][C:20]=2[O:19][CH2:18][C:17]1=[O:28], predict the reactants needed to synthesize it. The reactants are: C1C=C[NH+]=CC=1.[O-][Cr](Cl)(=O)=O.[CH3:12][O:13][C:14](=[O:29])[CH2:15][N:16]1[C:21]2[CH:22]=[C:23]([CH2:26][OH:27])[CH:24]=[CH:25][C:20]=2[O:19][CH2:18][C:17]1=[O:28]. (3) The reactants are: Cl.[O:2]([C:9]1[CH:30]=[CH:29][C:12]([O:13][C:14]2[C:19]([C:20]([NH2:22])=[O:21])=[CH:18][N:17]=[C:16]([N:23]3[CH2:28][CH2:27][NH:26][CH2:25][CH2:24]3)[N:15]=2)=[CH:11][CH:10]=1)[C:3]1[CH:8]=[CH:7][CH:6]=[CH:5][CH:4]=1.CCN(C(C)C)C(C)C.[C:40](Cl)(=[O:43])[CH:41]=[CH2:42].CO. Given the product [C:40]([N:26]1[CH2:27][CH2:28][N:23]([C:16]2[N:15]=[C:14]([O:13][C:12]3[CH:29]=[CH:30][C:9]([O:2][C:3]4[CH:8]=[CH:7][CH:6]=[CH:5][CH:4]=4)=[CH:10][CH:11]=3)[C:19]([C:20]([NH2:22])=[O:21])=[CH:18][N:17]=2)[CH2:24][CH2:25]1)(=[O:43])[CH:41]=[CH2:42], predict the reactants needed to synthesize it. (4) Given the product [CH3:9][O:10][C:11]1[CH:12]=[C:13]([CH:15]=[CH:16][CH:17]=1)[N:14]=[CH:7][C:5]1[CH:4]=[N:3][N:2]([CH3:1])[CH:6]=1, predict the reactants needed to synthesize it. The reactants are: [CH3:1][N:2]1[CH:6]=[C:5]([CH:7]=O)[CH:4]=[N:3]1.[CH3:9][O:10][C:11]1[CH:12]=[C:13]([CH:15]=[CH:16][CH:17]=1)[NH2:14].